Dataset: Reaction yield outcomes from USPTO patents with 853,638 reactions. Task: Predict the reaction yield, written as a fraction of the theoretical maximum amount of product (1.0 means a 100% yield; for example, 0.34 means a 34% yield). (1) The reactants are [OH:1][CH:2]1[CH2:7][CH2:6][N:5]([C:8]([O:10][C:11]([CH3:14])([CH3:13])[CH3:12])=[O:9])[CH2:4][CH2:3]1.ClC(Cl)(O[C:19](=[O:25])OC(Cl)(Cl)Cl)Cl.[CH:27]([N:30]1[CH2:35][CH2:34][NH:33][CH2:32][CH2:31]1)([CH3:29])[CH3:28]. The catalyst is C(Cl)Cl.CN(C1C=CN=CC=1)C. The product is [CH:27]([N:30]1[CH2:35][CH2:34][N:33]([C:19]([O:1][CH:2]2[CH2:3][CH2:4][N:5]([C:8]([O:10][C:11]([CH3:14])([CH3:13])[CH3:12])=[O:9])[CH2:6][CH2:7]2)=[O:25])[CH2:32][CH2:31]1)([CH3:29])[CH3:28]. The yield is 0.990. (2) The reactants are [OH-].[Na+].[Cl:3][C:4]1[CH:5]=[C:6]([N:15]([CH2:23][CH3:24])[C@H:16]2[C@H:20]([O:21][CH3:22])[CH2:19][O:18][CH2:17]2)[C:7]([CH3:14])=[C:8]([CH:13]=1)[C:9]([O:11]C)=[O:10]. The catalyst is CCO. The product is [Cl:3][C:4]1[CH:5]=[C:6]([N:15]([CH2:23][CH3:24])[C@H:16]2[C@H:20]([O:21][CH3:22])[CH2:19][O:18][CH2:17]2)[C:7]([CH3:14])=[C:8]([CH:13]=1)[C:9]([OH:11])=[O:10]. The yield is 0.903. (3) The reactants are [O:1]1CCO[CH:2]1[C:6]1[CH:7]=[C:8]([C:12]2([OH:33])[C:16]3[CH:17]=[C:18]([NH:23][C:24](=[O:30])[CH2:25][C:26]([CH3:29])([CH3:28])[CH3:27])[C:19]([CH3:22])=[C:20]([CH3:21])[C:15]=3[O:14][C:13]2([CH3:32])[CH3:31])[CH:9]=[CH:10][CH:11]=1.O.C1(C)C=CC(S([O-])(=O)=O)=CC=1.[NH+]1C=CC=CC=1. The catalyst is CC(C)=O. The product is [CH:2]([C:6]1[CH:7]=[C:8]([C:12]2([OH:33])[C:16]3[CH:17]=[C:18]([NH:23][C:24](=[O:30])[CH2:25][C:26]([CH3:27])([CH3:28])[CH3:29])[C:19]([CH3:22])=[C:20]([CH3:21])[C:15]=3[O:14][C:13]2([CH3:32])[CH3:31])[CH:9]=[CH:10][CH:11]=1)=[O:1]. The yield is 0.720. (4) The reactants are C[Si](C)(C)[N-][Si](C)(C)C.[Na+].[Cl-].[CH3:12][O:13][CH2:14][P+](C1C=CC=CC=1)(C1C=CC=CC=1)C1C=CC=CC=1.[N:34]1[CH:39]=[CH:38][N:37]=[CH:36][C:35]=1[C:40]1[CH:47]=[CH:46][C:43]([CH:44]=O)=[CH:42][CH:41]=1. The catalyst is C1COCC1. The product is [CH3:12][O:13]/[CH:14]=[CH:44]/[C:43]1[CH:46]=[CH:47][C:40]([C:35]2[CH:36]=[N:37][CH:38]=[CH:39][N:34]=2)=[CH:41][CH:42]=1. The yield is 0.710. (5) The reactants are [Si:1]([O:18][C@@H:19]1[CH2:23][CH2:22][N:21]([C:24]2[CH:29]=[CH:28][C:27]([S:30]([NH:33][C:34]3[S:35][CH:36]=[CH:37][N:38]=3)(=[O:32])=[O:31])=[CH:26][CH:25]=2)[C:20]1=[O:39])([C:14]([CH3:17])([CH3:16])[CH3:15])([C:8]1[CH:13]=[CH:12][CH:11]=[CH:10][CH:9]=1)[C:2]1[CH:7]=[CH:6][CH:5]=[CH:4][CH:3]=1.[CH:40](N(CC)C(C)C)([CH3:42])[CH3:41].C(Br)C=C. The catalyst is C(Cl)Cl. The product is [CH2:42]([N:33]([C:34]1[S:35][CH:36]=[CH:37][N:38]=1)[S:30]([C:27]1[CH:28]=[CH:29][C:24]([N:21]2[CH2:22][CH2:23][C@@H:19]([O:18][Si:1]([C:14]([CH3:15])([CH3:17])[CH3:16])([C:2]3[CH:7]=[CH:6][CH:5]=[CH:4][CH:3]=3)[C:8]3[CH:9]=[CH:10][CH:11]=[CH:12][CH:13]=3)[C:20]2=[O:39])=[CH:25][CH:26]=1)(=[O:31])=[O:32])[CH:40]=[CH2:41]. The yield is 0.840. (6) The reactants are COC1C=CC(C[N:8](CC2C=CC(OC)=CC=2)[C:9]2[N:14]=[C:13]([C:15]3[C:16]([NH:27][C:28]4[CH:29]=[N:30][C:31]([O:34][CH3:35])=[CH:32][CH:33]=4)=[N:17][CH:18]=[C:19]([C:21]4[CH:22]=[N:23][N:24]([CH3:26])[CH:25]=4)[CH:20]=3)[N:12]=[C:11]([CH3:36])[N:10]=2)=CC=1. The catalyst is C(O)(C(F)(F)F)=O. The product is [CH3:35][O:34][C:31]1[N:30]=[CH:29][C:28]([NH:27][C:16]2[C:15]([C:13]3[N:12]=[C:11]([CH3:36])[N:10]=[C:9]([NH2:8])[N:14]=3)=[CH:20][C:19]([C:21]3[CH:22]=[N:23][N:24]([CH3:26])[CH:25]=3)=[CH:18][N:17]=2)=[CH:33][CH:32]=1. The yield is 0.830. (7) The reactants are C(NC(C)C)(C)C.[Li+].CCC[CH2-].[N:13]1([C:24]([O:26][C:27]([CH3:30])([CH3:29])[CH3:28])=[O:25])[CH2:18][CH2:17][CH2:16][CH:15]([C:19]([O:21][CH2:22][CH3:23])=[O:20])[CH2:14]1.[I:31][CH2:32]I. The catalyst is C1COCC1. The product is [I:31][CH2:32][C:15]1([C:19]([O:21][CH2:22][CH3:23])=[O:20])[CH2:16][CH2:17][CH2:18][N:13]([C:24]([O:26][C:27]([CH3:29])([CH3:28])[CH3:30])=[O:25])[CH2:14]1. The yield is 0.740. (8) The reactants are [Br:1][C:2]1[CH:7]=[CH:6][C:5]([CH2:8][CH2:9][OH:10])=[C:4]([CH3:11])[CH:3]=1.Br[C:13]1C=CC(C=C)=C(CC)C=1.B1C2CCCC1CCC2. No catalyst specified. The product is [Br:1][C:2]1[CH:7]=[CH:6][C:5]([CH2:8][CH2:9][OH:10])=[C:4]([CH2:11][CH3:13])[CH:3]=1. The yield is 0.810. (9) The reactants are [OH:1][C@H:2]1[CH2:6][NH:5][C@@H:4]([C:7]([OH:9])=[O:8])[CH2:3]1.C([O-])(O)=O.[Na+].Cl[C:16]([O:18][CH2:19][C:20]1[CH:25]=[CH:24][CH:23]=[CH:22][CH:21]=1)=[O:17]. The catalyst is O.C1(C)C=CC=CC=1. The product is [CH2:19]([O:18][C:16]([N:5]1[CH2:6][C@H:2]([OH:1])[CH2:3][C@@H:4]1[C:7]([OH:9])=[O:8])=[O:17])[C:20]1[CH:25]=[CH:24][CH:23]=[CH:22][CH:21]=1. The yield is 1.00. (10) The reactants are [Na].[Cl:2][C:3]1[C:16]2[C:15](=[O:17])[C:14]3[C:9](=[CH:10][CH:11]=[CH:12][CH:13]=3)[S:8][C:7]=2[C:6]([OH:18])=[CH:5][CH:4]=1.Br[CH2:20][CH2:21][CH2:22][Cl:23]. The catalyst is C(O)(C)C.O. The product is [Cl:2][C:3]1[C:16]2[C:15](=[O:17])[C:14]3[C:9](=[CH:10][CH:11]=[CH:12][CH:13]=3)[S:8][C:7]=2[C:6]([O:18][CH2:20][CH2:21][CH2:22][Cl:23])=[CH:5][CH:4]=1. The yield is 0.720.